The task is: Predict the reaction yield, written as a fraction of the theoretical maximum amount of product (1.0 means a 100% yield; for example, 0.34 means a 34% yield).. This data is from Reaction yield outcomes from USPTO patents with 853,638 reactions. (1) The reactants are [C:1]([NH2:5])([CH3:4])([CH3:3])[CH3:2].[Cl:6][CH2:7][CH2:8][CH2:9][S:10](Cl)(=[O:12])=[O:11]. The catalyst is C1COCC1. The product is [C:1]([NH:5][S:10]([CH2:9][CH2:8][CH2:7][Cl:6])(=[O:12])=[O:11])([CH3:4])([CH3:3])[CH3:2]. The yield is 0.990. (2) The reactants are [NH2:1][C:2]1[CH:10]=[CH:9][C:8]([N+:11]([O-:13])=[O:12])=[CH:7][C:3]=1[C:4]([OH:6])=[O:5].[ClH:14].[N:15]([O-])=O.[Na+]. The catalyst is O. The product is [ClH:14].[NH:1]([C:2]1[CH:10]=[CH:9][C:8]([N+:11]([O-:13])=[O:12])=[CH:7][C:3]=1[C:4]([OH:6])=[O:5])[NH2:15]. The yield is 0.930. (3) The reactants are [Br:1][C:2]1[CH:3]=[C:4]([O:9][C:10]2[CH:15]=[CH:14][C:13]([F:16])=[CH:12][CH:11]=2)[C:5]([NH2:8])=[N:6][CH:7]=1.[C:17]([N:25]=[C:26]=[S:27])(=[O:24])[C:18]1[CH:23]=[CH:22][CH:21]=[CH:20][CH:19]=1. No catalyst specified. The product is [C:17]([NH:25][C:26]([NH:8][C:5]1[C:4]([O:9][C:10]2[CH:11]=[CH:12][C:13]([F:16])=[CH:14][CH:15]=2)=[CH:3][C:2]([Br:1])=[CH:7][N:6]=1)=[S:27])(=[O:24])[C:18]1[CH:23]=[CH:22][CH:21]=[CH:20][CH:19]=1. The yield is 0.912. (4) The reactants are C(=O)([O-])[O-].[Na+].[Na+].[CH3:7][C:8]1[CH:13]=[CH:12][C:11]([S:14]([O:17][C@H:18]2[CH2:22][NH:21][C@@H:20]3[C@@H:23]([OH:26])[CH2:24][O:25][C@H:19]23)(=[O:16])=[O:15])=[CH:10][CH:9]=1.[C:27](O[C:27]([O:29][C:30]([CH3:33])([CH3:32])[CH3:31])=[O:28])([O:29][C:30]([CH3:33])([CH3:32])[CH3:31])=[O:28]. The catalyst is O.O1CCOCC1. The product is [OH:26][C@@H:23]1[C@H:20]2[N:21]([C:27]([O:29][C:30]([CH3:33])([CH3:32])[CH3:31])=[O:28])[CH2:22][C@H:18]([O:17][S:14]([C:11]3[CH:12]=[CH:13][C:8]([CH3:7])=[CH:9][CH:10]=3)(=[O:16])=[O:15])[C@H:19]2[O:25][CH2:24]1. The yield is 0.550. (5) The reactants are [Br:1][C:2]1[CH:3]=[C:4]([CH:8]=[CH:9][CH:10]=1)[C:5](Cl)=[O:6].Br[C:12]1[CH:18]=[CH:17][CH:16]=[CH:15][C:13]=1[NH2:14].C([O-])([O-])=O.[Cs+].[Cs+].N1C2C(=CC=C3C=2N=CC=C3)C=CC=1. The catalyst is [Cu]I.O1CCOCC1. The product is [Br:1][C:2]1[CH:3]=[C:4]([C:5]2[O:6][C:12]3[CH:18]=[CH:17][CH:16]=[CH:15][C:13]=3[N:14]=2)[CH:8]=[CH:9][CH:10]=1. The yield is 1.00. (6) The reactants are [CH3:1][S:2]([C:5]1[CH:6]=[C:7]([CH2:11][C:12]([O:14]C)=[O:13])[CH:8]=[CH:9][CH:10]=1)(=[O:4])=[O:3].[OH-].[Na+].Cl.O. The catalyst is C(O)C. The product is [CH3:1][S:2]([C:5]1[CH:6]=[C:7]([CH2:11][C:12]([OH:14])=[O:13])[CH:8]=[CH:9][CH:10]=1)(=[O:3])=[O:4]. The yield is 0.920. (7) The reactants are O.[BH4-].[Na+].Cl[CH2:5][C:6]([C:8]1[CH:9]=[N:10][C:11]([N:14]2[C:18]([CH3:19])=[CH:17][CH:16]=[C:15]2[CH3:20])=[CH:12][CH:13]=1)=[O:7]. The catalyst is O1CCOCC1.O1CCCC1. The product is [CH3:20][C:15]1[N:14]([C:11]2[CH:12]=[CH:13][C:8]([CH:6]3[CH2:5][O:7]3)=[CH:9][N:10]=2)[C:18]([CH3:19])=[CH:17][CH:16]=1. The yield is 0.980.